Dataset: Peptide-MHC class I binding affinity with 185,985 pairs from IEDB/IMGT. Task: Regression. Given a peptide amino acid sequence and an MHC pseudo amino acid sequence, predict their binding affinity value. This is MHC class I binding data. The peptide sequence is NVSGVPHSV. The MHC is HLA-A02:03 with pseudo-sequence HLA-A02:03. The binding affinity (normalized) is 0.706.